This data is from NCI-60 drug combinations with 297,098 pairs across 59 cell lines. The task is: Regression. Given two drug SMILES strings and cell line genomic features, predict the synergy score measuring deviation from expected non-interaction effect. (1) Drug 1: C(=O)(N)NO. Drug 2: CN1C2=C(C=C(C=C2)N(CCCl)CCCl)N=C1CCCC(=O)O.Cl. Cell line: U251. Synergy scores: CSS=5.01, Synergy_ZIP=-0.703, Synergy_Bliss=2.33, Synergy_Loewe=-1.54, Synergy_HSA=-2.01. (2) Drug 1: CC1=C(C=C(C=C1)NC2=NC=CC(=N2)N(C)C3=CC4=NN(C(=C4C=C3)C)C)S(=O)(=O)N.Cl. Drug 2: C1=CC(=CC=C1CC(C(=O)O)N)N(CCCl)CCCl.Cl. Cell line: SF-295. Synergy scores: CSS=10.1, Synergy_ZIP=-3.82, Synergy_Bliss=0.997, Synergy_Loewe=1.51, Synergy_HSA=1.64. (3) Drug 2: C1=CN(C(=O)N=C1N)C2C(C(C(O2)CO)O)O.Cl. Cell line: HS 578T. Drug 1: CC(CN1CC(=O)NC(=O)C1)N2CC(=O)NC(=O)C2. Synergy scores: CSS=27.1, Synergy_ZIP=-1.79, Synergy_Bliss=7.50, Synergy_Loewe=1.57, Synergy_HSA=9.67. (4) Drug 1: CC(CN1CC(=O)NC(=O)C1)N2CC(=O)NC(=O)C2. Drug 2: CC1=C2C(C(=O)C3(C(CC4C(C3C(C(C2(C)C)(CC1OC(=O)C(C(C5=CC=CC=C5)NC(=O)OC(C)(C)C)O)O)OC(=O)C6=CC=CC=C6)(CO4)OC(=O)C)O)C)O. Cell line: HCT116. Synergy scores: CSS=30.9, Synergy_ZIP=-8.12, Synergy_Bliss=-7.05, Synergy_Loewe=-8.92, Synergy_HSA=-4.44. (5) Drug 1: C1CN1P(=S)(N2CC2)N3CC3. Drug 2: CCC1=C2CN3C(=CC4=C(C3=O)COC(=O)C4(CC)O)C2=NC5=C1C=C(C=C5)O. Cell line: MOLT-4. Synergy scores: CSS=81.7, Synergy_ZIP=5.59, Synergy_Bliss=7.00, Synergy_Loewe=-0.207, Synergy_HSA=8.45. (6) Synergy scores: CSS=4.74, Synergy_ZIP=2.94, Synergy_Bliss=11.7, Synergy_Loewe=1.51, Synergy_HSA=5.74. Cell line: NCI-H322M. Drug 2: CCCS(=O)(=O)NC1=C(C(=C(C=C1)F)C(=O)C2=CNC3=C2C=C(C=N3)C4=CC=C(C=C4)Cl)F. Drug 1: CC1C(C(CC(O1)OC2CC(CC3=C2C(=C4C(=C3O)C(=O)C5=C(C4=O)C(=CC=C5)OC)O)(C(=O)C)O)N)O.Cl. (7) Drug 1: CN1CCC(CC1)COC2=C(C=C3C(=C2)N=CN=C3NC4=C(C=C(C=C4)Br)F)OC. Drug 2: CS(=O)(=O)OCCCCOS(=O)(=O)C. Cell line: MCF7. Synergy scores: CSS=7.08, Synergy_ZIP=-4.34, Synergy_Bliss=1.04, Synergy_Loewe=-0.347, Synergy_HSA=1.01. (8) Drug 1: CC12CCC(CC1=CCC3C2CCC4(C3CC=C4C5=CN=CC=C5)C)O. Drug 2: CCCCCOC(=O)NC1=NC(=O)N(C=C1F)C2C(C(C(O2)C)O)O. Cell line: ACHN. Synergy scores: CSS=-4.18, Synergy_ZIP=0.580, Synergy_Bliss=-2.09, Synergy_Loewe=-3.02, Synergy_HSA=-3.74.